This data is from Full USPTO retrosynthesis dataset with 1.9M reactions from patents (1976-2016). The task is: Predict the reactants needed to synthesize the given product. (1) Given the product [Cl:1][C:2]1[CH:3]=[N:4][C:5]2[N:6]([N:8]=[C:9]([C:11]([N:28]3[CH2:27][CH2:26][N:25]4[C:21]([C:20]5[C:15]([F:14])=[N:16][CH:17]=[CH:18][CH:19]=5)=[CH:22][N:23]=[C:24]4[CH:29]3[CH3:30])=[O:13])[CH:10]=2)[CH:7]=1, predict the reactants needed to synthesize it. The reactants are: [Cl:1][C:2]1[CH:3]=[N:4][C:5]2[N:6]([N:8]=[C:9]([C:11]([OH:13])=O)[CH:10]=2)[CH:7]=1.[F:14][C:15]1[C:20]([C:21]2[N:25]3[CH2:26][CH2:27][NH:28][CH:29]([CH3:30])[C:24]3=[N:23][CH:22]=2)=[CH:19][CH:18]=[CH:17][N:16]=1. (2) Given the product [CH2:1]([N:4]1[C:8]2=[C:9]([CH:13]=[N:22][C:21]3[CH:23]=[CH:24][C:18]([F:17])=[CH:19][CH:20]=3)[N:10]=[CH:11][CH:12]=[C:7]2[C:6]([CH3:15])=[C:5]1[CH3:16])[CH:2]=[CH2:3], predict the reactants needed to synthesize it. The reactants are: [CH2:1]([N:4]1[C:8]2=[C:9]([CH:13]=O)[N:10]=[CH:11][CH:12]=[C:7]2[C:6]([CH3:15])=[C:5]1[CH3:16])[CH:2]=[CH2:3].[F:17][C:18]1[CH:24]=[CH:23][C:21]([NH2:22])=[CH:20][CH:19]=1. (3) Given the product [OH:30][CH2:29][CH2:28][O:27][CH2:26][C:23]1[CH:22]=[CH:21][C:20]([N:17]2[CH:18]=[CH:19][C:15]([CH:13]([C:11]3[CH:10]=[CH:9][C:8]4[N:4]([CH2:3][O:2][CH3:1])[C:5](=[O:34])[S:6][C:7]=4[CH:12]=3)[CH3:14])=[N:16]2)=[N:25][CH:24]=1, predict the reactants needed to synthesize it. The reactants are: [CH3:1][O:2][CH2:3][N:4]1[C:8]2[CH:9]=[CH:10][C:11]([CH:13]([C:15]3[CH:19]=[CH:18][N:17]([C:20]4[N:25]=[CH:24][C:23]([CH2:26][O:27][CH2:28][C:29](OCC)=[O:30])=[CH:22][CH:21]=4)[N:16]=3)[CH3:14])=[CH:12][C:7]=2[S:6][C:5]1=[O:34].[BH4-].[Li+]. (4) Given the product [N+:8]([C:7]1[C:2]([CH:11]=[CH2:12])=[N:3][CH:4]=[CH:5][CH:6]=1)([O-:10])=[O:9], predict the reactants needed to synthesize it. The reactants are: Cl[C:2]1[C:7]([N+:8]([O-:10])=[O:9])=[CH:6][CH:5]=[CH:4][N:3]=1.[CH2:11]([Sn](CCCC)(CCCC)C=C)[CH2:12]CC. (5) Given the product [Cl:1][C:2]1[CH:7]=[CH:6][C:5]([S:8]([Cl:18])(=[O:10])=[O:9])=[CH:4][C:3]=1[N+:12]([O-:14])=[O:13], predict the reactants needed to synthesize it. The reactants are: [Cl:1][C:2]1[CH:7]=[CH:6][C:5]([S:8]([O-])(=[O:10])=[O:9])=[CH:4][C:3]=1[N+:12]([O-:14])=[O:13].[Na+].S(Cl)([Cl:18])=O.CN(C=O)C. (6) Given the product [C:10]1([C:5]2[N:4]=[C:3]([C:16]3[CH:17]=[N:18][CH:19]=[CH:20][CH:21]=3)[NH:2][CH:6]=2)[CH:11]=[CH:12][CH:13]=[CH:14][CH:15]=1, predict the reactants needed to synthesize it. The reactants are: C[N:2]1[C:6](C(O)=O)=[C:5]([C:10]2[CH:15]=[CH:14][CH:13]=[CH:12][CH:11]=2)[N:4]=[C:3]1[C:16]1[CH:17]=[N:18][CH:19]=[CH:20][CH:21]=1.C(N(CC)CC)C.C1([C@@H](N)CC)C=CC=CC=1.O. (7) Given the product [F:1][C:2]1[CH:3]=[C:4]([CH:14]([NH:16][C:17]([C:19]2[N:20]=[C:21]([O:34][C:30]3[CH:31]=[CH:32][CH:33]=[C:28]([N+:25]([O-:27])=[O:26])[CH:29]=3)[O:22][CH:23]=2)=[O:18])[CH3:15])[CH:5]=[C:6]([F:13])[C:7]=1[NH:8][S:9]([CH3:12])(=[O:11])=[O:10], predict the reactants needed to synthesize it. The reactants are: [F:1][C:2]1[CH:3]=[C:4]([CH:14]([NH:16][C:17]([C:19]2[N:20]=[C:21](Cl)[O:22][CH:23]=2)=[O:18])[CH3:15])[CH:5]=[C:6]([F:13])[C:7]=1[NH:8][S:9]([CH3:12])(=[O:11])=[O:10].[N+:25]([C:28]1[CH:29]=[C:30]([OH:34])[CH:31]=[CH:32][CH:33]=1)([O-:27])=[O:26]. (8) Given the product [F:32][C:33]([F:38])([F:37])[C:34]([OH:36])=[O:35].[F:32][C:33]([F:38])([F:37])[C:34]([OH:36])=[O:35].[F:31][C:2]([F:1])([F:30])[C:3]1[CH:4]=[C:5]([N:9]2[CH2:14][CH2:13][CH:12]([C:15]([N:17]3[CH2:21][CH2:20][C@H:19]([NH2:22])[CH2:18]3)=[O:16])[CH2:11][CH2:10]2)[CH:6]=[CH:7][CH:8]=1, predict the reactants needed to synthesize it. The reactants are: [F:1][C:2]([F:31])([F:30])[C:3]1[CH:4]=[C:5]([N:9]2[CH2:14][CH2:13][CH:12]([C:15]([N:17]3[CH2:21][CH2:20][C@H:19]([NH:22]C(=O)OC(C)(C)C)[CH2:18]3)=[O:16])[CH2:11][CH2:10]2)[CH:6]=[CH:7][CH:8]=1.[F:32][C:33]([F:38])([F:37])[C:34]([OH:36])=[O:35]. (9) Given the product [CH3:1][CH2:2][C:3]1[CH:8]=[CH:7][C:6]([C:9]([CH:11]([CH2:13][N:14]2[CH2:19][CH2:18][CH2:17][CH2:16][CH2:15]2)[CH3:12])=[O:10])=[CH:5][CH:4]=1.[C:20]([O-:27])(=[O:26])[CH2:21][CH2:22][C:23]([O-:25])=[O:24], predict the reactants needed to synthesize it. The reactants are: [CH3:1][CH2:2][C:3]1[CH:4]=[CH:5][C:6]([C:9]([CH:11]([CH2:13][N:14]2[CH2:19][CH2:18][CH2:17][CH2:16][CH2:15]2)[CH3:12])=[O:10])=[CH:7][CH:8]=1.[C:20]([OH:27])(=[O:26])[CH2:21][CH2:22][C:23]([OH:25])=[O:24].O1CCCC1.